Dataset: Reaction yield outcomes from USPTO patents with 853,638 reactions. Task: Predict the reaction yield, written as a fraction of the theoretical maximum amount of product (1.0 means a 100% yield; for example, 0.34 means a 34% yield). (1) The reactants are [F:1][C:2]1[C:11]2[CH2:10][N:9]([C@H:12]([CH:16]([CH3:18])[CH3:17])[C:13]([OH:15])=O)[C:8](=[O:19])[C:7]3=[CH:20][NH:21][C:5]([C:6]=23)=[N:4][CH:3]=1.C1C=C2N=NN(O)C2=CC=1.O.CCN=C=NCCCN(C)C.Cl.[CH3:45][NH:46][CH2:47][CH2:48][S:49]([CH3:52])(=[O:51])=[O:50].CN1CCOCC1. The catalyst is CN(C=O)C. The product is [F:1][C:2]1[C:11]2[CH2:10][N:9]([C@H:12]([CH:16]([CH3:17])[CH3:18])[C:13]([N:46]([CH3:45])[CH2:47][CH2:48][S:49]([CH3:52])(=[O:51])=[O:50])=[O:15])[C:8](=[O:19])[C:7]3=[CH:20][NH:21][C:5]([C:6]=23)=[N:4][CH:3]=1. The yield is 0.570. (2) The product is [Br:18][C:19]1[CH:26]=[C:25]([N:7]2[C:8]3[CH2:9][C:10]([CH3:15])([CH3:16])[CH2:11][C:12](=[O:14])[C:13]=3[C:5]([CH:4]([F:3])[F:17])=[N:6]2)[CH:24]=[CH:23][C:20]=1[C:21]#[N:22]. The catalyst is CS(C)=O.[NH4+].[Cl-].O. The yield is 0.492. The reactants are [H-].[Na+].[F:3][CH:4]([F:17])[C:5]1[C:13]2[C:12](=[O:14])[CH2:11][C:10]([CH3:16])([CH3:15])[CH2:9][C:8]=2[NH:7][N:6]=1.[Br:18][C:19]1[CH:26]=[C:25](F)[CH:24]=[CH:23][C:20]=1[C:21]#[N:22]. (3) The reactants are [Cl:1][C:2]1[CH:3]=[C:4]([CH:6]=[CH:7][CH:8]=1)[NH2:5].Cl.[N:10]([O-])=O.[Na+].C([O-])(=O)C.[Na+].[Cl:19][CH:20]([S:24]([CH3:27])(=[O:26])=[O:25])C(=O)C. The catalyst is O.CC(C)=O.C(O)(=O)C. The product is [Cl:1][C:2]1[CH:3]=[C:4]([NH:5][N:10]=[C:20]([Cl:19])[S:24]([CH3:27])(=[O:26])=[O:25])[CH:6]=[CH:7][CH:8]=1. The yield is 0.810. (4) The reactants are [CH:1]1([N:4]([CH:30]2[CH2:32][CH2:31]2)[C:5]([C:7]2[N:27]([CH2:28][CH3:29])[C:10]3=[N:11][C:12]([NH:19]/[C:20](/SC)=[CH:21]/[C:22](=[O:24])[CH3:23])=[C:13]4[N:17]=[CH:16][N:15]([CH3:18])[C:14]4=[C:9]3[CH:8]=2)=[O:6])[CH2:3][CH2:2]1.[NH2:33]O. The catalyst is C(O)C.CO. The product is [CH:1]1([N:4]([CH:30]2[CH2:32][CH2:31]2)[C:5]([C:7]2[N:27]([CH2:28][CH3:29])[C:10]3=[N:11][C:12]([NH:19][C:20]4[CH:21]=[C:22]([CH3:23])[O:24][N:33]=4)=[C:13]4[N:17]=[CH:16][N:15]([CH3:18])[C:14]4=[C:9]3[CH:8]=2)=[O:6])[CH2:3][CH2:2]1. The yield is 0.433.